Dataset: Catalyst prediction with 721,799 reactions and 888 catalyst types from USPTO. Task: Predict which catalyst facilitates the given reaction. (1) Reactant: [C:1]([O:5][C:6](=[O:28])[CH2:7][C@H:8]([C:18]1[O:22][N:21]=[C:20]([C:23](OCC)=[O:24])[N:19]=1)[CH2:9][CH2:10][CH2:11][CH:12]1[CH2:17][CH2:16][CH2:15][CH2:14][CH2:13]1)([CH3:4])([CH3:3])[CH3:2].[NH:29]1[CH2:34][CH2:33][CH2:32][CH2:31][CH2:30]1. Product: [CH:12]1([CH2:11][CH2:10][CH2:9][C@@H:8]([C:18]2[O:22][N:21]=[C:20]([C:23]([N:29]3[CH2:34][CH2:33][CH2:32][CH2:31][CH2:30]3)=[O:24])[N:19]=2)[CH2:7][C:6]([O:5][C:1]([CH3:4])([CH3:3])[CH3:2])=[O:28])[CH2:13][CH2:14][CH2:15][CH2:16][CH2:17]1. The catalyst class is: 8. (2) Reactant: [Cl:1][C:2]1[CH:3]=[C:4]2[C:8](=[CH:9][CH:10]=1)[NH:7][CH:6]=[C:5]2[CH2:11][CH2:12][NH:13][C:14](=[O:22])[C:15]1[CH:20]=[CH:19][CH:18]=[CH:17][C:16]=1I.[Cl:23][C:24]1[CH:29]=[CH:28][C:27](B(O)O)=[CH:26][CH:25]=1.C(=O)([O-])[O-].[Na+].[Na+]. Product: [Cl:23][C:24]1[CH:29]=[CH:28][C:27]([C:16]2[C:15]([C:14]([NH:13][CH2:12][CH2:11][C:5]3[C:4]4[C:8](=[CH:9][CH:10]=[C:2]([Cl:1])[CH:3]=4)[NH:7][CH:6]=3)=[O:22])=[CH:20][CH:19]=[CH:18][CH:17]=2)=[CH:26][CH:25]=1. The catalyst class is: 437. (3) Reactant: C(O)=O.[N:4]1[O:5][N:6]=[C:7]2[CH:12]=[C:11]([C:13](Cl)=[O:14])[CH:10]=[CH:9][C:8]=12.O.OS(O)(=O)=O.[CH2:22]1[CH2:26]O[CH2:24][CH2:23]1. Product: [CH:22]12[N:4]([C:13]([C:11]3[CH:10]=[CH:9][C:8]4=[N:4][O:5][N:6]=[C:7]4[CH:12]=3)=[O:14])[CH:8]([CH2:9][CH2:26]1)[CH2:7][CH2:24][CH2:23]2. The catalyst class is: 254. (4) Reactant: [CH2:1]([O:5][C:6]1[N:14]=[C:13]2[C:9]([N:10]=[C:11]([O:19][CH3:20])[N:12]2[CH2:15][CH2:16][CH2:17]Cl)=[C:8]([NH2:21])[N:7]=1)[CH2:2][CH2:3][CH3:4].[CH2:22]([N:24]1[CH2:29][CH2:28][NH:27][CH2:26][CH2:25]1)[CH3:23].C(N(CC)C(C)C)(C)C. Product: [CH2:1]([O:5][C:6]1[N:14]=[C:13]2[C:9]([N:10]=[C:11]([O:19][CH3:20])[N:12]2[CH2:15][CH2:16][CH2:17][N:27]2[CH2:28][CH2:29][N:24]([CH2:22][CH3:23])[CH2:25][CH2:26]2)=[C:8]([NH2:21])[N:7]=1)[CH2:2][CH2:3][CH3:4]. The catalyst class is: 10. (5) Reactant: [CH2:1]([N:3]([CH:30]1[CH2:35][CH2:34][O:33][CH2:32][CH2:31]1)[C:4]1[C:9]2[CH2:10][CH:11]=[CH:12][CH:13]([OH:29])[CH2:14][CH2:15][C:16]3[CH:25]=[C:24]([CH3:26])[CH:23]=[C:22]([O:27][CH3:28])[C:17]=3[CH2:18][NH:19][C:20](=[O:21])[C:8]=2[CH:7]=[N:6][CH:5]=1)[CH3:2]. Product: [CH2:1]([N:3]([CH:30]1[CH2:35][CH2:34][O:33][CH2:32][CH2:31]1)[C:4]1[C:9]2[CH2:10][CH2:11][CH2:12][CH:13]([OH:29])[CH2:14][CH2:15][C:16]3[CH:25]=[C:24]([CH3:26])[CH:23]=[C:22]([O:27][CH3:28])[C:17]=3[CH2:18][NH:19][C:20](=[O:21])[C:8]=2[CH:7]=[N:6][CH:5]=1)[CH3:2]. The catalyst class is: 19. (6) Reactant: [OH:1][CH2:2][C:3]1[CH:34]=[CH:33][C:6]([CH2:7][N:8]([CH2:24][CH2:25][CH2:26][N:27]2[CH2:32][CH2:31][O:30][CH2:29][CH2:28]2)[C:9]([NH:11][C@H:12]([C:14]2[C:23]3[C:18](=[CH:19][CH:20]=[CH:21][CH:22]=3)[CH:17]=[CH:16][CH:15]=2)[CH3:13])=[O:10])=[CH:5][CH:4]=1.CC(OI1(OC(C)=O)(OC(C)=O)OC(=O)C2C=CC=CC1=2)=O. Product: [CH:2]([C:3]1[CH:34]=[CH:33][C:6]([CH2:7][N:8]([CH2:24][CH2:25][CH2:26][N:27]2[CH2:32][CH2:31][O:30][CH2:29][CH2:28]2)[C:9]([NH:11][C@H:12]([C:14]2[C:23]3[C:18](=[CH:19][CH:20]=[CH:21][CH:22]=3)[CH:17]=[CH:16][CH:15]=2)[CH3:13])=[O:10])=[CH:5][CH:4]=1)=[O:1]. The catalyst class is: 4. (7) Reactant: C1(NC2CCCCC2)CCCCC1.[CH2:14]([CH:18]([CH2:22][CH2:23][CH2:24][CH2:25][CH2:26][CH3:27])[C:19](O)=[O:20])[CH2:15][CH2:16][CH3:17].S(Cl)([Cl:30])=O. Product: [CH2:14]([CH:18]([CH2:22][CH2:23][CH2:24][CH2:25][CH2:26][CH3:27])[C:19]([Cl:30])=[O:20])[CH2:15][CH2:16][CH3:17]. The catalyst class is: 268.